Task: Predict the product of the given reaction.. Dataset: Forward reaction prediction with 1.9M reactions from USPTO patents (1976-2016) (1) Given the reactants F[C:2]1[CH:7]=[CH:6][C:5]([NH:8][C:9](=[O:11])[CH3:10])=[CH:4][C:3]=1[N+:12]([O-:14])=[O:13].Cl.[F:16][C:17]1([F:25])[CH2:22][CH2:21][CH:20]([CH2:23][NH2:24])[CH2:19][CH2:18]1, predict the reaction product. The product is: [F:16][C:17]1([F:25])[CH2:22][CH2:21][CH:20]([CH2:23][NH:24][C:2]2[CH:7]=[CH:6][C:5]([NH:8][C:9](=[O:11])[CH3:10])=[CH:4][C:3]=2[N+:12]([O-:14])=[O:13])[CH2:19][CH2:18]1. (2) Given the reactants [Cl:1][C:2]1[CH:35]=[CH:34][CH:33]=[C:32]([C:36]([F:39])([F:38])[F:37])[C:3]=1[C:4]([N:6]1[C:14]2[C:9](=[CH:10][CH:11]=[C:12]([C:15]3[O:16][C:17](=[O:20])[NH:18][N:19]=3)[CH:13]=2)[C:8]([C:21]2[CH:30]=[CH:29][C:24]([C:25]([O:27]C)=[O:26])=[CH:23][C:22]=2[F:31])=[N:7]1)=[O:5].O[Li].O.Cl, predict the reaction product. The product is: [Cl:1][C:2]1[CH:35]=[CH:34][CH:33]=[C:32]([C:36]([F:39])([F:38])[F:37])[C:3]=1[C:4]([N:6]1[C:14]2[C:9](=[CH:10][CH:11]=[C:12]([C:15]3[O:16][C:17](=[O:20])[NH:18][N:19]=3)[CH:13]=2)[C:8]([C:21]2[CH:30]=[CH:29][C:24]([C:25]([OH:27])=[O:26])=[CH:23][C:22]=2[F:31])=[N:7]1)=[O:5]. (3) Given the reactants [NH2:1][CH2:2][CH2:3][O:4][C:5]1[CH:10]=[CH:9][C:8]([CH:11]2[CH2:16][CH2:15][N:14]([C:17]([O:19][CH2:20][C:21]3[CH:26]=[CH:25][CH:24]=[CH:23][CH:22]=3)=[O:18])[CH2:13][CH:12]2[O:27][CH2:28][C:29]2[CH:30]=[CH:31][C:32]3[O:37][CH2:36][CH2:35][N:34]([CH2:38][CH2:39][CH2:40][O:41][CH3:42])[C:33]=3[CH:43]=2)=[CH:7][CH:6]=1.[F:44][C:45]1[CH:46]=[C:47]([CH:51]=[CH:52][CH:53]=1)[C:48](O)=[O:49].Cl.CN(C)CCCN=C=NCC, predict the reaction product. The product is: [F:44][C:45]1[CH:46]=[C:47]([CH:51]=[CH:52][CH:53]=1)[C:48]([NH:1][CH2:2][CH2:3][O:4][C:5]1[CH:6]=[CH:7][C:8]([CH:11]2[CH2:16][CH2:15][N:14]([C:17]([O:19][CH2:20][C:21]3[CH:26]=[CH:25][CH:24]=[CH:23][CH:22]=3)=[O:18])[CH2:13][CH:12]2[O:27][CH2:28][C:29]2[CH:30]=[CH:31][C:32]3[O:37][CH2:36][CH2:35][N:34]([CH2:38][CH2:39][CH2:40][O:41][CH3:42])[C:33]=3[CH:43]=2)=[CH:9][CH:10]=1)=[O:49]. (4) Given the reactants [NH2:1][C@H:2]([C:5]1[N:14]([C:15]2[CH:20]=[CH:19][CH:18]=[C:17]([CH2:21][C:22]([F:25])([F:24])[F:23])[CH:16]=2)[C:13](=[O:26])[C:12]2[C:7](=[CH:8][CH:9]=[CH:10][C:11]=2[F:27])[N:6]=1)[CH2:3][CH3:4].Cl[C:29]1[CH:34]=[CH:33][N:32]=[C:31]2[NH:35][CH:36]=[CH:37][C:30]=12.C(N(C(C)C)CC)(C)C, predict the reaction product. The product is: [NH:35]1[C:31]2=[N:32][CH:33]=[CH:34][C:29]([NH:1][C@H:2]([C:5]3[N:14]([C:15]4[CH:20]=[CH:19][CH:18]=[C:17]([CH2:21][C:22]([F:25])([F:23])[F:24])[CH:16]=4)[C:13](=[O:26])[C:12]4[C:7](=[CH:8][CH:9]=[CH:10][C:11]=4[F:27])[N:6]=3)[CH2:3][CH3:4])=[C:30]2[CH:37]=[CH:36]1. (5) Given the reactants ClC1C=C(C=CC=1)C(OO)=O.[F:12][C:13]1[CH:18]=[CH:17][C:16]([C:19]2[CH:28]=[CH:27][C:26]3[C:21](=[CH:22][CH:23]=[C:24]([S:29][C:30]4[CH:39]=[CH:38][CH:37]=[CH:36][C:31]=4[C:32]([O:34][CH3:35])=[O:33])[CH:25]=3)[N:20]=2)=[CH:15][CH:14]=1.[OH-:40].[Ca+2].[OH-:42], predict the reaction product. The product is: [F:12][C:13]1[CH:14]=[CH:15][C:16]([C:19]2[CH:28]=[CH:27][C:26]3[C:21](=[CH:22][CH:23]=[C:24]([S:29]([C:30]4[CH:39]=[CH:38][CH:37]=[CH:36][C:31]=4[C:32]([O:34][CH3:35])=[O:33])(=[O:42])=[O:40])[CH:25]=3)[N:20]=2)=[CH:17][CH:18]=1.